From a dataset of Forward reaction prediction with 1.9M reactions from USPTO patents (1976-2016). Predict the product of the given reaction. (1) Given the reactants BrCCBr.Cl[Si](C)(C)C.[C:10]([O:13][CH2:14]Br)(=[O:12])[CH3:11].Cl[C:17]1[N:22]=[C:21]([O:23][C:24]2[CH:25]=[C:26]3[C:30](=[CH:31][CH:32]=2)[NH:29][CH:28]=[CH:27]3)[CH:20]=[CH:19][N:18]=1, predict the reaction product. The product is: [C:10]([O:13][CH2:14][C:17]1[N:22]=[C:21]([O:23][C:24]2[CH:25]=[C:26]3[C:30](=[CH:31][CH:32]=2)[NH:29][CH:28]=[CH:27]3)[CH:20]=[CH:19][N:18]=1)(=[O:12])[CH3:11]. (2) Given the reactants [F-].C([N+](CCCC)(CCCC)CCCC)CCC.[Cl:19][C:20]1[CH:28]=[C:27]2[C:23]([C:24]([NH:37][C:38](=[O:42])[CH2:39][CH2:40][CH3:41])=[N:25][N:26]2COCC[Si](C)(C)C)=[CH:22][C:21]=1[C:43]1[CH:48]=[CH:47][C:46]([CH2:49][CH3:50])=[CH:45][CH:44]=1.C(OCC)(=O)C, predict the reaction product. The product is: [Cl:19][C:20]1[CH:28]=[C:27]2[C:23]([C:24]([NH:37][C:38](=[O:42])[CH2:39][CH2:40][CH3:41])=[N:25][NH:26]2)=[CH:22][C:21]=1[C:43]1[CH:44]=[CH:45][C:46]([CH2:49][CH3:50])=[CH:47][CH:48]=1. (3) Given the reactants [OH:1][NH:2]/[C:3](=[N:14]\[H])/[C:4]1[CH:9]=[CH:8][C:7]([C:10]([F:13])([F:12])[F:11])=[CH:6][CH:5]=1.[O:16]=[C:17]1[C:21]([C:28]2[CH:33]=[CH:32][CH:31]=[CH:30][CH:29]=2)([C:22]2[CH:27]=[CH:26][CH:25]=[CH:24][CH:23]=2)[CH2:20][CH2:19][N:18]1[CH2:34][CH2:35][CH2:36][C:37](O)=O.Cl.C(N=C=NCCCN(C)C)C, predict the reaction product. The product is: [C:28]1([C:21]2([C:22]3[CH:23]=[CH:24][CH:25]=[CH:26][CH:27]=3)[CH2:20][CH2:19][N:18]([CH2:34][CH2:35][CH2:36][C:37]3[O:1][N:2]=[C:3]([C:4]4[CH:9]=[CH:8][C:7]([C:10]([F:13])([F:12])[F:11])=[CH:6][CH:5]=4)[N:14]=3)[C:17]2=[O:16])[CH:33]=[CH:32][CH:31]=[CH:30][CH:29]=1. (4) Given the reactants [CH3:1][C:2]1[C:3]([C:17]([O:19]CC)=[O:18])=[N:4][O:5][C:6]=1[C:7]1[CH2:16][CH2:15][C:10]2([CH2:14][O:13][CH2:12][CH2:11]2)[CH2:9][CH:8]=1.C1COCC1.[OH-].[Na+].Cl, predict the reaction product. The product is: [CH3:1][C:2]1[C:3]([C:17]([OH:19])=[O:18])=[N:4][O:5][C:6]=1[C:7]1[CH2:16][CH2:15][C:10]2([CH2:14][O:13][CH2:12][CH2:11]2)[CH2:9][CH:8]=1. (5) Given the reactants [CH3:1][N:2]1[C:6]2[CH:7]=[CH:8][C:9]([N:11]3[CH:16]=[C:15]([C:17]([O:19][CH2:20][CH3:21])=[O:18])[C:14](=[O:22])[NH:13][C:12]3=[O:23])=[CH:10][C:5]=2[O:4][C:3]1=[O:24].[Cl:25][C:26]1[CH:27]=[CH:28][CH:29]=[C:30]2[C:35]=1[CH2:34][O:33][CH2:32][CH:31]2O.C1(P(C2C=CC=CC=2)C2C=CC=CC=2)C=CC=CC=1.CC(OC(/N=N/C(OC(C)C)=O)=O)C.Cl, predict the reaction product. The product is: [Cl:25][C:26]1[CH:27]=[CH:28][CH:29]=[C:30]2[C:35]=1[CH2:34][O:33][CH2:32][CH:31]2[N:13]1[C:14](=[O:22])[C:15]([C:17]([O:19][CH2:20][CH3:21])=[O:18])=[CH:16][N:11]([C:9]2[CH:8]=[CH:7][C:6]3[N:2]([CH3:1])[C:3](=[O:24])[O:4][C:5]=3[CH:10]=2)[C:12]1=[O:23]. (6) The product is: [CH2:1]([O:8][C:9]1[CH:16]=[CH:15][C:12]([C:13]2[O:14][C:32]3[CH:33]=[C:34]([O:41][CH2:42][C@@H:43]([NH:45][C:46](=[O:48])[CH3:47])[CH3:44])[N:35]=[CH:36][C:37]=3[N:38]=2)=[C:11]([O:17][CH2:24][C:25]([F:28])([F:27])[F:26])[CH:10]=1)[C:2]1[CH:3]=[CH:4][CH:5]=[CH:6][CH:7]=1. Given the reactants [CH2:1]([O:8][C:9]1[CH:16]=[CH:15][C:12]([CH:13]=[O:14])=[C:11]([OH:17])[CH:10]=1)[C:2]1[CH:7]=[CH:6][CH:5]=[CH:4][CH:3]=1.FC(F)(F)S(O[CH2:24][C:25]([F:28])([F:27])[F:26])(=O)=O.Cl[C:32]1[C:37]([N+:38]([O-])=O)=[CH:36][N:35]=[C:34]([O:41][CH2:42][C@@H:43]([NH:45][C:46](=[O:48])[CH3:47])[CH3:44])[CH:33]=1, predict the reaction product. (7) Given the reactants [Br:1][C:2]1[CH:27]=[CH:26][C:5]2=[C:6]3[N:17]=[C:16]([C:18]4[C:23]([F:24])=[CH:22][CH:21]=[CH:20][C:19]=4[Cl:25])[NH:15][C:7]3=[C:8]3[C:13]([C:12](=[O:14])[NH:11][CH:10]=[CH:9]3)=[C:4]2[CH:3]=1.CC(C)([O-])C.[K+].[CH3:34][Si:35]([CH2:38][CH2:39][O:40][CH2:41]Cl)([CH3:37])[CH3:36].C1[CH2:47][O:46][CH2:45][CH2:44]1, predict the reaction product. The product is: [Br:1][C:2]1[CH:27]=[CH:26][C:5]2=[C:6]3[N:17]=[C:16]([C:18]4[C:23]([F:24])=[CH:22][CH:21]=[CH:20][C:19]=4[Cl:25])[N:15]([CH2:47][O:46][CH2:45][CH2:44][Si:35]([CH3:37])([CH3:36])[CH3:34])[C:7]3=[C:8]3[C:13]([C:12](=[O:14])[N:11]([CH2:41][O:40][CH2:39][CH2:38][Si:35]([CH3:37])([CH3:36])[CH3:34])[CH:10]=[CH:9]3)=[C:4]2[CH:3]=1. (8) Given the reactants [CH2:1]([O:8][C:9]1[C:10]([CH2:23][CH2:24][CH2:25][CH2:26][CH2:27][CH2:28][CH2:29][CH2:30][CH2:31][CH3:32])=[N:11][C:12]([N:16]2C(C)=CC=C2C)=[N:13][C:14]=1[CH3:15])[C:2]1[CH:7]=[CH:6][CH:5]=[CH:4][CH:3]=1.Cl.NO.O.[OH-].[Na+], predict the reaction product. The product is: [CH2:1]([O:8][C:9]1[C:10]([CH2:23][CH2:24][CH2:25][CH2:26][CH2:27][CH2:28][CH2:29][CH2:30][CH2:31][CH3:32])=[N:11][C:12]([NH2:16])=[N:13][C:14]=1[CH3:15])[C:2]1[CH:3]=[CH:4][CH:5]=[CH:6][CH:7]=1. (9) Given the reactants [NH2:1][C:2]1([C:6]([OH:8])=[O:7])[CH2:5][CH2:4][CH2:3]1.[OH-].[Na+].[C:11](O[C:11]([O:13][C:14]([CH3:17])([CH3:16])[CH3:15])=[O:12])([O:13][C:14]([CH3:17])([CH3:16])[CH3:15])=[O:12].Cl, predict the reaction product. The product is: [C:14]([O:13][C:11]([NH:1][C:2]1([C:6]([OH:8])=[O:7])[CH2:5][CH2:4][CH2:3]1)=[O:12])([CH3:17])([CH3:16])[CH3:15]. (10) Given the reactants C([O:4][C:5]1[CH:6]=[C:7]2[C:12](=[CH:13][CH:14]=1)[N:11]=[CH:10][CH:9]=[CH:8]2)C=C.[CH3:15][C:16]1C=CC(C)=C[CH:21]=1, predict the reaction product. The product is: [CH2:21]([C:6]1[C:5]([OH:4])=[CH:14][CH:13]=[C:12]2[C:7]=1[CH:8]=[CH:9][CH:10]=[N:11]2)[CH:16]=[CH2:15].